This data is from Full USPTO retrosynthesis dataset with 1.9M reactions from patents (1976-2016). The task is: Predict the reactants needed to synthesize the given product. (1) Given the product [ClH:1].[Cl:1][C:2]1[CH:11]=[C:10]([CH:12]([NH:14][C:15]2[CH:20]=[C:19]([N:21]3[CH2:22][CH2:23][NH:24][CH2:25][CH2:26]3)[CH:18]=[CH:17][C:16]=2[S:27]([CH3:30])(=[O:29])=[O:28])[CH3:13])[C:5]2[O:6][CH2:7][CH2:8][O:9][C:4]=2[CH:3]=1, predict the reactants needed to synthesize it. The reactants are: [Cl:1][C:2]1[CH:11]=[C:10]([CH:12]([NH:14][C:15]2[CH:20]=[C:19]([N:21]3[CH2:26][CH2:25][NH:24][CH2:23][CH2:22]3)[CH:18]=[CH:17][C:16]=2[S:27]([CH3:30])(=[O:29])=[O:28])[CH3:13])[C:5]2[O:6][CH2:7][CH2:8][O:9][C:4]=2[CH:3]=1.Cl. (2) Given the product [CH:1]1([CH:4]2[N:8]([CH2:9][C:10]3[CH:11]=[CH:12][CH:13]=[CH:14][CH:15]=3)[C:7](=[O:16])[CH2:6][CH2:5]2)[CH2:2][CH2:3]1, predict the reactants needed to synthesize it. The reactants are: [CH:1]1([C:4]2(O)[N:8]([CH2:9][C:10]3[CH:15]=[CH:14][CH:13]=[CH:12][CH:11]=3)[C:7](=[O:16])[CH2:6][CH2:5]2)[CH2:3][CH2:2]1.C([SiH](CC)CC)C.B(F)(F)F.CCOCC. (3) Given the product [Cl:1][C:2]1[CH:3]=[CH:4][C:5]([CH2:8][C:10]#[N:11])=[N:6][CH:7]=1, predict the reactants needed to synthesize it. The reactants are: [Cl:1][C:2]1[CH:3]=[CH:4][C:5]([CH2:8]Cl)=[N:6][CH:7]=1.[C-:10]#[N:11].[K+]. (4) Given the product [Cl:1][C:2]1[C:3](=[O:12])[N:4]([CH2:28][C:26]([OH:27])([C:29]([F:30])([F:32])[F:31])[CH2:25][C:24]([C:22]2[CH:23]=[C:18]([F:17])[CH:19]=[CH:20][C:21]=2[O:35][CH3:36])([CH3:33])[CH3:34])[CH:5]=[C:6]([C:8]([F:11])([F:9])[F:10])[CH:7]=1, predict the reactants needed to synthesize it. The reactants are: [Cl:1][C:2]1[C:3]([OH:12])=[N:4][CH:5]=[C:6]([C:8]([F:11])([F:10])[F:9])[CH:7]=1.[O-]CC.[Na+].[F:17][C:18]1[CH:19]=[CH:20][C:21]([O:35][CH3:36])=[C:22]([C:24]([CH3:34])([CH3:33])[CH2:25][C:26]2([C:29]([F:32])([F:31])[F:30])[CH2:28][O:27]2)[CH:23]=1. (5) Given the product [Br:9][CH:3]1[CH2:31][CH2:32][CH:33]([CH:36]=[O:37])[CH2:34][CH2:4]1, predict the reactants needed to synthesize it. The reactants are: Br.Br[C:3]([Br:9])(Br)[C:4](Br)(Br)Br.C1(P(C2C=CC=CC=2)C2C=CC=CC=2)C=CC=CC=1.OC1C[CH2:34][CH:33]([CH:36]=[O:37])[CH2:32][CH2:31]1.